From a dataset of Forward reaction prediction with 1.9M reactions from USPTO patents (1976-2016). Predict the product of the given reaction. (1) Given the reactants [CH2:1]([O:8][C:9]([N:11]1[CH2:16][CH2:15][N:14]([C:17]([C:19]([CH3:55])([CH3:54])[C:20]([NH:22][CH2:23][CH2:24][O:25][C:26]2[CH:31]=[CH:30][C:29]([CH2:32][C:33]3[C:34]([O:41][C@@H]4O[C@H](CO)[C@@H](O)[C@H](O)[C@H]4O)=[N:35][NH:36][C:37]=3[CH:38]([CH3:40])[CH3:39])=[C:28]([CH3:53])[CH:27]=2)=[O:21])=[O:18])[CH2:13][CH2:12]1)=[O:10])[C:2]1[CH:7]=[CH:6][CH:5]=[CH:4][CH:3]=1.O.C1(C)C=CC(S(O)(=O)=O)=CC=1.C(=O)([O-])O.[Na+], predict the reaction product. The product is: [CH2:1]([O:8][C:9]([N:11]1[CH2:12][CH2:13][N:14]([C:17]([C:19]([CH3:55])([CH3:54])[C:20]([NH:22][CH2:23][CH2:24][O:25][C:26]2[CH:31]=[CH:30][C:29]([CH2:32][C:33]3[C:34](=[O:41])[NH:35][NH:36][C:37]=3[CH:38]([CH3:39])[CH3:40])=[C:28]([CH3:53])[CH:27]=2)=[O:21])=[O:18])[CH2:15][CH2:16]1)=[O:10])[C:2]1[CH:7]=[CH:6][CH:5]=[CH:4][CH:3]=1. (2) Given the reactants [NH:1]([C:8]([NH:21][C:22]1[CH:27]=[CH:26][CH:25]=[CH:24][CH:23]=1)=[CH:9][C:10]([C:12]1[C:13](Cl)=[N:14][C:15]([Cl:19])=[C:16]([F:18])[CH:17]=1)=[O:11])[C:2]1[CH:7]=[CH:6][CH:5]=[CH:4][CH:3]=1.CC([O-])(C)C.[K+], predict the reaction product. The product is: [NH:1]([C:8]1[N:21]([C:22]2[CH:27]=[CH:26][CH:25]=[CH:24][CH:23]=2)[C:13]2[C:12]([C:10](=[O:11])[CH:9]=1)=[CH:17][C:16]([F:18])=[C:15]([Cl:19])[N:14]=2)[C:2]1[CH:7]=[CH:6][CH:5]=[CH:4][CH:3]=1. (3) Given the reactants O1CCOCC1.CO.[Cl:9][C:10]1[CH:15]=[C:14]([O:16][CH3:17])[C:13]([NH:18]C(=O)OC(C)(C)C)=[C:12]([CH:26]([C:28]2[CH:33]=[CH:32][CH:31]=[C:30]([O:34][CH3:35])[C:29]=2[O:36][CH3:37])[OH:27])[CH:11]=1.[OH-].[K+], predict the reaction product. The product is: [NH2:18][C:13]1[C:14]([O:16][CH3:17])=[CH:15][C:10]([Cl:9])=[CH:11][C:12]=1[CH:26]([C:28]1[CH:33]=[CH:32][CH:31]=[C:30]([O:34][CH3:35])[C:29]=1[O:36][CH3:37])[OH:27]. (4) Given the reactants [CH3:1][N:2]1[C:10]2[C:5](=[CH:6][CH:7]=[CH:8][CH:9]=2)[CH:4]=[C:3]1[C:11](Cl)=[O:12].[NH2:14][C:15]1[C:20]2[C:21]([C:24]3[CH:29]=[CH:28][C:27]([NH2:30])=[C:26]([O:31][CH3:32])[CH:25]=3)=[CH:22][S:23][C:19]=2[C:18]([NH:33][C:34](=[O:44])[CH2:35][CH2:36][N:37]2[CH2:42][CH2:41][N:40]([CH3:43])[CH2:39][CH2:38]2)=[CH:17][N:16]=1, predict the reaction product. The product is: [NH2:14][C:15]1[C:20]2[C:21]([C:24]3[CH:29]=[CH:28][C:27]([NH:30][C:11]([C:3]4[N:2]([CH3:1])[C:10]5[C:5]([CH:4]=4)=[CH:6][CH:7]=[CH:8][CH:9]=5)=[O:12])=[C:26]([O:31][CH3:32])[CH:25]=3)=[CH:22][S:23][C:19]=2[C:18]([NH:33][C:34](=[O:44])[CH2:35][CH2:36][N:37]2[CH2:38][CH2:39][N:40]([CH3:43])[CH2:41][CH2:42]2)=[CH:17][N:16]=1. (5) Given the reactants [CH:1]1([N:7]2[CH2:12][CH2:11][N:10]([C:13]3[CH:18]=[CH:17][C:16]([C:19]4[S:23][C:22]([C:24]5[CH:32]=[CH:31][C:27]([C:28]([OH:30])=O)=[CH:26][CH:25]=5)=[N:21][N:20]=4)=[CH:15][CH:14]=3)[CH2:9][CH2:8]2)[CH2:6][CH2:5][CH2:4][CH2:3][CH2:2]1.Cl.[CH3:34][NH:35][O:36][CH3:37].ON1C2C=CC=CC=2N=N1.Cl.C(N=C=NCCCN(C)C)C.C(N(C(C)C)CC)(C)C, predict the reaction product. The product is: [CH:1]1([N:7]2[CH2:8][CH2:9][N:10]([C:13]3[CH:14]=[CH:15][C:16]([C:19]4[S:23][C:22]([C:24]5[CH:32]=[CH:31][C:27]([C:28]([N:35]([O:36][CH3:37])[CH3:34])=[O:30])=[CH:26][CH:25]=5)=[N:21][N:20]=4)=[CH:17][CH:18]=3)[CH2:11][CH2:12]2)[CH2:6][CH2:5][CH2:4][CH2:3][CH2:2]1. (6) Given the reactants C(=O)([O-])[O-].[Cs+].[Cs+].[CH2:7]([O:9][C:10](=[O:28])[C:11]([CH3:27])([O:20][C:21]1[CH:26]=[CH:25][CH:24]=[CH:23][CH:22]=1)[CH2:12][C:13]1[CH:18]=[CH:17][C:16]([OH:19])=[CH:15][CH:14]=1)[CH3:8].[CH3:29][O:30][C:31]1[CH:67]=[CH:66][C:34]([CH2:35][N:36]2[CH:40]([CH2:41][CH2:42]OS(C3C=CC(C)=CC=3)(=O)=O)[CH2:39][N:38]([CH2:54][C:55]3[CH:60]=[CH:59][C:58]([C:61]([F:64])([F:63])[F:62])=[CH:57][CH:56]=3)[C:37]2=[O:65])=[CH:33][CH:32]=1, predict the reaction product. The product is: [CH2:7]([O:9][C:10](=[O:28])[C:11]([CH3:27])([O:20][C:21]1[CH:26]=[CH:25][CH:24]=[CH:23][CH:22]=1)[CH2:12][C:13]1[CH:18]=[CH:17][C:16]([O:19][CH2:42][CH2:41][CH:40]2[CH2:39][N:38]([CH2:54][C:55]3[CH:56]=[CH:57][C:58]([C:61]([F:64])([F:63])[F:62])=[CH:59][CH:60]=3)[C:37](=[O:65])[N:36]2[CH2:35][C:34]2[CH:33]=[CH:32][C:31]([O:30][CH3:29])=[CH:67][CH:66]=2)=[CH:15][CH:14]=1)[CH3:8]. (7) Given the reactants [CH3:1][O:2][C:3]1[CH:28]=[CH:27][C:6]([CH2:7][O:8][C:9]2[CH:10]=[CH:11][C:12]([N+:24]([O-])=O)=[C:13]([CH2:15][NH:16][C:17](=[O:23])[O:18][C:19]([CH3:22])([CH3:21])[CH3:20])[CH:14]=2)=[CH:5][CH:4]=1.[Cl-].[NH4+], predict the reaction product. The product is: [NH2:24][C:12]1[CH:11]=[CH:10][C:9]([O:8][CH2:7][C:6]2[CH:27]=[CH:28][C:3]([O:2][CH3:1])=[CH:4][CH:5]=2)=[CH:14][C:13]=1[CH2:15][NH:16][C:17](=[O:23])[O:18][C:19]([CH3:21])([CH3:20])[CH3:22]. (8) Given the reactants O=[C:2]1[CH2:7][CH2:6][N:5]([C:8]2[CH:13]=[CH:12][C:11]([NH:14][S:15]([CH2:18][CH2:19][CH2:20][CH2:21][CH2:22][CH2:23][CH2:24][CH3:25])(=[O:17])=[O:16])=[CH:10][CH:9]=2)[CH2:4][CH2:3]1.[OH:26][C@@H:27]([CH2:40][NH2:41])[CH2:28][O:29][C:30]1[C:38]2[NH:37][C:36](=[O:39])[NH:35][C:34]=2[CH:33]=[CH:32][CH:31]=1, predict the reaction product. The product is: [OH:26][C@H:27]([CH2:28][O:29][C:30]1[C:38]2[NH:37][C:36](=[O:39])[NH:35][C:34]=2[CH:33]=[CH:32][CH:31]=1)[CH2:40][NH:41][CH:2]1[CH2:7][CH2:6][N:5]([C:8]2[CH:13]=[CH:12][C:11]([NH:14][S:15]([CH2:18][CH2:19][CH2:20][CH2:21][CH2:22][CH2:23][CH2:24][CH3:25])(=[O:17])=[O:16])=[CH:10][CH:9]=2)[CH2:4][CH2:3]1.